This data is from Reaction yield outcomes from USPTO patents with 853,638 reactions. The task is: Predict the reaction yield, written as a fraction of the theoretical maximum amount of product (1.0 means a 100% yield; for example, 0.34 means a 34% yield). (1) The reactants are [CH3:1][C:2]1[C:7]([CH:8]([CH2:13][CH2:14][CH3:15])[C:9]([O:11]C)=[O:10])=[C:6]([C:16]2[CH:21]=[CH:20][C:19]([CH3:22])=[CH:18][CH:17]=2)[N:5]=[C:4]([C:23]2[CH:32]=[CH:31][CH:30]=[C:29]3[C:24]=2[CH:25]=[CH:26][CH:27]=[N:28]3)[N:3]=1.[OH-].[Na+]. The catalyst is CO. The product is [CH3:1][C:2]1[C:7]([CH:8]([CH2:13][CH2:14][CH3:15])[C:9]([OH:11])=[O:10])=[C:6]([C:16]2[CH:17]=[CH:18][C:19]([CH3:22])=[CH:20][CH:21]=2)[N:5]=[C:4]([C:23]2[CH:32]=[CH:31][CH:30]=[C:29]3[C:24]=2[CH:25]=[CH:26][CH:27]=[N:28]3)[N:3]=1. The yield is 0.260. (2) The reactants are [CH3:1][C:2]1[O:3][C:4]([CH3:13])=[CH:5][C:6]=1[C:7]1[NH:8][C:9](=[S:12])[NH:10][N:11]=1.Br.Br[CH2:16][C:17]1[CH:22]=[CH:21][CH:20]=[CH:19][N:18]=1. No catalyst specified. The product is [CH3:1][C:2]1[O:3][C:4]([CH3:13])=[CH:5][C:6]=1[C:7]1[NH:11][N:10]=[C:9]([S:12][CH2:16][C:17]2[CH:22]=[CH:21][CH:20]=[CH:19][N:18]=2)[N:8]=1. The yield is 0.700. (3) The reactants are [CH3:1][S:2]([O:5][CH2:6][C:7]#[CH:8])(=[O:4])=[O:3].[CH2:9]([N:11]([CH2:14][CH3:15])[CH2:12][CH3:13])[CH3:10]. The catalyst is C1COCC1. The product is [CH3:1][S:2]([O-:5])(=[O:4])=[O:3].[CH2:6]([N+:11]([CH2:14][CH3:15])([CH2:12][CH3:13])[CH2:9][CH3:10])[C:7]#[CH:8]. The yield is 0.990. (4) The reactants are [C:1]([O:5][C:6]([NH:8][CH2:9][CH2:10][CH2:11][CH2:12][CH2:13][NH2:14])=[O:7])([CH3:4])([CH3:3])[CH3:2].C(N(CC)CC)C.[Cl:22][CH2:23][CH2:24][S:25](Cl)(=[O:27])=[O:26]. The catalyst is ClCCl. The product is [C:1]([O:5][C:6]([NH:8][CH2:9][CH2:10][CH2:11][CH2:12][CH2:13][NH:14][S:25]([CH2:24][CH2:23][Cl:22])(=[O:27])=[O:26])=[O:7])([CH3:4])([CH3:3])[CH3:2]. The yield is 1.00.